From a dataset of Full USPTO retrosynthesis dataset with 1.9M reactions from patents (1976-2016). Predict the reactants needed to synthesize the given product. (1) Given the product [Br:1][C:2]1[CH:3]=[C:4]2[C:8](=[CH:9][CH:10]=1)[N:7]([S:11]([C:14]1[C:23]3[C:18](=[CH:19][CH:20]=[CH:21][CH:22]=3)[C:17]([O:24][CH3:25])=[C:16]([N:26]3[CH2:31][CH2:30][NH:29][CH2:28][CH2:27]3)[CH:15]=1)(=[O:13])=[O:12])[CH:6]=[C:5]2[CH:38]([F:39])[F:40], predict the reactants needed to synthesize it. The reactants are: [Br:1][C:2]1[CH:3]=[C:4]2[C:8](=[CH:9][CH:10]=1)[N:7]([S:11]([C:14]1[C:23]3[C:18](=[CH:19][CH:20]=[CH:21][CH:22]=3)[C:17]([O:24][CH3:25])=[C:16]([N:26]3[CH2:31][CH2:30][N:29](C(=O)C(Cl)(Cl)Cl)[CH2:28][CH2:27]3)[CH:15]=1)(=[O:13])=[O:12])[CH:6]=[C:5]2[CH:38]([F:40])[F:39].[OH-].[K+]. (2) The reactants are: [CH3:1][S:2][C:3](SC)=[CH:4][N+:5]([O-:7])=[O:6].[CH3:10][NH:11][CH3:12].C1COCC1. Given the product [CH3:1][S:2]/[C:3](/[N:11]([CH3:12])[CH3:10])=[CH:4]\[N+:5]([O-:7])=[O:6], predict the reactants needed to synthesize it.